This data is from Peptide-MHC class I binding affinity with 185,985 pairs from IEDB/IMGT. The task is: Regression. Given a peptide amino acid sequence and an MHC pseudo amino acid sequence, predict their binding affinity value. This is MHC class I binding data. (1) The peptide sequence is TERQANFL. The MHC is HLA-B58:01 with pseudo-sequence HLA-B58:01. The binding affinity (normalized) is 0.0205. (2) The peptide sequence is RYPLTLGW. The MHC is HLA-A11:01 with pseudo-sequence HLA-A11:01. The binding affinity (normalized) is 0. (3) The peptide sequence is TPRIANRLL. The MHC is HLA-A02:06 with pseudo-sequence HLA-A02:06. The binding affinity (normalized) is 0.0847. (4) The peptide sequence is KLVGIELPK. The binding affinity (normalized) is 0.0847. The MHC is HLA-B07:02 with pseudo-sequence HLA-B07:02. (5) The peptide sequence is GTDNSVVLSR. The MHC is HLA-A33:01 with pseudo-sequence HLA-A33:01. The binding affinity (normalized) is 0.0641.